Task: Predict the product of the given reaction.. Dataset: Forward reaction prediction with 1.9M reactions from USPTO patents (1976-2016) (1) The product is: [CH2:7]([C:4]1[CH:5]=[CH:6][C:1]([C:11]2[CH:16]=[CH:15][CH:14]=[CH:13][CH:12]=2)=[CH:2][CH:3]=1)[C:8]#[CH:9]. Given the reactants [C:1]1([C:11]2[CH:16]=[CH:15][CH:14]=[CH:13][CH:12]=2)[CH:6]=[CH:5][C:4]([CH:7](O)[C:8]#[CH:9])=[CH:3][CH:2]=1.[SiH](CC)(CC)CC.B(F)(F)F.CCOCC.[NH4+].[Cl-], predict the reaction product. (2) Given the reactants CN(C)C(N(C)C)=N.[CH3:9][O:10][C:11](=[O:40])[CH:12](P(OC)(OC)=O)[NH:13][C:14](=[O:33])[C:15]1[CH:20]=[CH:19][C:18]([C:21]([NH:23][CH2:24][C:25]2[CH:30]=[CH:29][CH:28]=[C:27]([OH:31])[CH:26]=2)=[O:22])=[CH:17][C:16]=1[Cl:32].[CH3:41][CH:42]([C:44]1[N:45]=[CH:46][S:47][C:48]=1[CH:49]=O)[CH3:43], predict the reaction product. The product is: [CH3:9][O:10][C:11](=[O:40])/[C:12](/[NH:13][C:14](=[O:33])[C:15]1[CH:20]=[CH:19][C:18]([C:21]([NH:23][CH2:24][C:25]2[CH:30]=[CH:29][CH:28]=[C:27]([OH:31])[CH:26]=2)=[O:22])=[CH:17][C:16]=1[Cl:32])=[CH:49]/[C:48]1[S:47][CH:46]=[N:45][C:44]=1[CH:42]([CH3:43])[CH3:41]. (3) The product is: [CH3:11][C:12]1([CH3:14])[O:5][CH:1]([C@H:23]2[O:24][C@@H:29]3[O:30][C:20]([CH3:21])([CH3:7])[O:28][C@@H:27]3[C:25]2=[O:26])[CH2:2][O:3]1. Given the reactants [C:1](Cl)(=[O:5])[C:2](Cl)=[O:3].[CH3:7]S(C)=O.[CH3:11][C:12]([CH2:14]C(O)(C)C)=O.O[C@H:20]1[O:28][C@H:27]([CH2:29][OH:30])[C@@H:25]([OH:26])[C@H:23]([OH:24])[C@H:21]1O.[Cl-].[NH4+], predict the reaction product. (4) The product is: [CH2:1]=[C:2]1[CH2:12][CH:11]2[CH2:4][CH:3]1[CH:9]=[CH:10]2.[C:4]1(=[O:5])[O:6][C:1](=[O:7])[CH:2]=[CH:3]1. Given the reactants [C:1]1(=[O:7])[O:6][C:4](=[O:5])[CH:3]=[CH:2]1.O1[CH2:12][CH2:11][CH2:10][CH2:9]1, predict the reaction product. (5) Given the reactants C(OC(N[C:9]1[N:14]=[C:13]([C:15]([NH:17]CC2C=CC(NC(C3C=CC=CC=3C3C=CC(C(F)(F)F)=CC=3)=O)=CC=2)=[O:16])[CH:12]=[CH:11][CH:10]=1)=O)(C)(C)C.Cl.O1CCOCC1, predict the reaction product. The product is: [N:14]1[CH:9]=[CH:10][CH:11]=[CH:12][C:13]=1[C:15]([NH2:17])=[O:16]. (6) Given the reactants N1[CH:6]=[CH:5][CH:4]=[CH:3][CH:2]=1.Cl.CN(C)[CH2:10][CH2:11][CH2:12]N=C=NCC.[CH:19]([CH:22]1[CH2:30][C:29]2[C:24](=[CH:25][CH:26]=[CH:27][CH:28]=2)[NH:23]1)([CH3:21])[CH3:20].[OH2:31].C([O:35][CH2:36][CH3:37])(=O)C, predict the reaction product. The product is: [CH2:36]([O:35][C@H:11]([CH3:10])[C:12]([N:23]1[C:24]2[C:29](=[CH:28][CH:27]=[CH:26][CH:25]=2)[CH2:30][CH:22]1[CH:19]([CH3:21])[CH3:20])=[O:31])[C:37]1[CH:6]=[CH:5][CH:4]=[CH:3][CH:2]=1. (7) Given the reactants Cl[C:2]1[C:7]([C:8]2[CH:13]=[CH:12][C:11]([CH3:14])=[CH:10][CH:9]=2)=[C:6]([Cl:15])[N:5]=[CH:4][N:3]=1.[K+].[CH2:17]([S:19]([NH-:22])(=[O:21])=[O:20])[CH3:18].Cl, predict the reaction product. The product is: [Cl:15][C:6]1[N:5]=[CH:4][N:3]=[C:2]([NH:22][S:19]([CH2:17][CH3:18])(=[O:21])=[O:20])[C:7]=1[C:8]1[CH:13]=[CH:12][C:11]([CH3:14])=[CH:10][CH:9]=1. (8) Given the reactants [Cl:1][C:2]1[C:3]([CH3:12])=[C:4]([S:8](Cl)(=[O:10])=[O:9])[CH:5]=[CH:6][CH:7]=1.[NH2:13][C:14]1[CH:15]=[C:16]([C:20]2[NH:24][N:23]=[N:22][N:21]=2)[CH:17]=[CH:18][CH:19]=1, predict the reaction product. The product is: [Cl:1][C:2]1[C:3]([CH3:12])=[C:4]([S:8]([NH:13][C:14]2[CH:19]=[CH:18][CH:17]=[C:16]([C:20]3[NH:24][N:23]=[N:22][N:21]=3)[CH:15]=2)(=[O:10])=[O:9])[CH:5]=[CH:6][CH:7]=1.